The task is: Predict which catalyst facilitates the given reaction.. This data is from Catalyst prediction with 721,799 reactions and 888 catalyst types from USPTO. (1) Product: [Br:11][C:10]1[C:4]2[C:5](=[N:6][CH:7]=[C:2]([Cl:1])[CH:3]=2)[NH:8][CH:9]=1. The catalyst class is: 52. Reactant: [Cl:1][C:2]1[CH:3]=[C:4]2[CH:10]=[CH:9][NH:8][C:5]2=[N:6][CH:7]=1.[Br:11]Br. (2) Reactant: [CH3:1][C:2]1[CH:11]=[CH:10][CH:9]=[C:8]2[C:3]=1[C:4](=[O:44])[N:5]([C:32]1[CH:37]=[CH:36][CH:35]=[C:34]([C:38]#[C:39][Si](C)(C)C)[CH:33]=1)[C:6]([CH:12]([NH:14][C:15]1[N:23]=[CH:22][N:21]=[C:20]3[C:16]=1[N:17]=[CH:18][N:19]3COCC[Si](C)(C)C)[CH3:13])=[N:7]2.Cl.[OH:46]C1C=C(N2C(=O)C3C(=CC=CC=3C)N=C2C(NC2N=CN=C3C=2N=CN3)C)C=CC=1. Product: [C:38]([C:34]1[CH:33]=[C:32]([N:5]2[C:4](=[O:44])[C:3]3[C:8](=[CH:9][CH:10]=[CH:11][C:2]=3[CH3:1])[N:7]=[C:6]2[CH:12]([NH:14][C:15]2[N:23]=[CH:22][N:21]=[C:20]3[C:16]=2[N:17]=[CH:18][NH:19]3)[CH3:13])[CH:37]=[CH:36][CH:35]=1)(=[O:46])[CH3:39]. The catalyst class is: 5. (3) Reactant: [CH:1]1([N:5]2[CH2:11][CH2:10][C:9]3[CH:12]=[C:13]([OH:16])[CH:14]=[CH:15][C:8]=3[CH2:7][CH2:6]2)[CH2:4][CH2:3][CH2:2]1.[H-].[Na+].[Cl:19][C:20]1[CH:25]=[N:24][C:23](Cl)=[CH:22][N:21]=1. Product: [Cl:19][C:20]1[N:21]=[CH:22][C:23]([O:16][C:13]2[CH:14]=[CH:15][C:8]3[CH2:7][CH2:6][N:5]([CH:1]4[CH2:4][CH2:3][CH2:2]4)[CH2:11][CH2:10][C:9]=3[CH:12]=2)=[N:24][CH:25]=1. The catalyst class is: 9. (4) Reactant: Cl.[CH3:2][O:3][C:4](=[O:14])[C@H:5]([CH2:7][C:8]1[CH:13]=[CH:12][CH:11]=[CH:10][CH:9]=1)[NH2:6].CN1CCOCC1.[N:22]1[CH:27]=[CH:26][N:25]=[CH:24][C:23]=1[C:28](O)=[O:29].C1(N=C=NC2CCCCC2)CCCCC1.C1C=CC2N(O)N=NC=2C=1. Product: [CH3:2][O:3][C:4](=[O:14])[C@H:5]([CH2:7][C:8]1[CH:13]=[CH:12][CH:11]=[CH:10][CH:9]=1)[NH:6][C:28]([C:23]1[CH:24]=[N:25][CH:26]=[CH:27][N:22]=1)=[O:29]. The catalyst class is: 1. (5) Reactant: [O:1]=[C:2]1[C:7]([CH2:8][C:9]2[CH:14]=[CH:13][C:12]([C:15]3[C:16]([C:21]#[N:22])=[CH:17][CH:18]=[CH:19][CH:20]=3)=[CH:11][CH:10]=2)=[C:6]([CH2:23][CH2:24][CH3:25])[N:5]2[N:26]=[CH:27][N:28]=[C:4]2[N:3]1[CH:29]1[CH2:37][CH2:36][C:35]2[NH:34][N:33]=[CH:32][C:31]=2[CH2:30]1.[H-].[Na+].CN(C)C(=O)C.[CH3:46][C:47]1([CH3:50])[CH2:49][O:48]1. Product: [OH:48][C:47]([CH3:50])([CH3:49])[CH2:46][N:33]1[CH:32]=[C:31]2[C:35]([CH2:36][CH2:37][CH:29]([N:3]3[C:2](=[O:1])[C:7]([CH2:8][C:9]4[CH:10]=[CH:11][C:12]([C:15]5[C:16]([C:21]#[N:22])=[CH:17][CH:18]=[CH:19][CH:20]=5)=[CH:13][CH:14]=4)=[C:6]([CH2:23][CH2:24][CH3:25])[N:5]4[N:26]=[CH:27][N:28]=[C:4]34)[CH2:30]2)=[N:34]1. The catalyst class is: 69. (6) Reactant: [O:1]1[CH2:6][CH2:5][CH2:4][CH2:3][CH:2]1[N:7]1[C:11]2=[N:12][CH:13]=[CH:14][CH:15]=[C:10]2[C:9]([CH2:16][CH2:17]O)=[N:8]1.[Cl:19][C:20]1[CH:21]=[C:22]([CH:25]=[C:26]([O:28][C:29]2[C:30](=[O:36])[NH:31][CH:32]=[CH:33][C:34]=2[CH3:35])[CH:27]=1)[C:23]#[N:24].C1(P(C2C=CC=CC=2)C2C=CC=CC=2)C=CC=CC=1.CC(OC(/N=N/C(OC(C)C)=O)=O)C. Product: [Cl:19][C:20]1[CH:21]=[C:22]([CH:25]=[C:26]([O:28][C:29]2[C:30](=[O:36])[N:31]([CH2:17][CH2:16][C:9]3[C:10]4[C:11](=[N:12][CH:13]=[CH:14][CH:15]=4)[N:7]([CH:2]4[CH2:3][CH2:4][CH2:5][CH2:6][O:1]4)[N:8]=3)[CH:32]=[CH:33][C:34]=2[CH3:35])[CH:27]=1)[C:23]#[N:24]. The catalyst class is: 2. (7) Reactant: [CH2:1]([O:5][CH2:6][CH2:7][O:8][C:9]1[CH:14]=[CH:13][C:12]([C:15]2[CH:16]=[CH:17][C:18]3[N:24]([C:25](=[O:30])[C:26]([F:29])([F:28])[F:27])[CH2:23][CH2:22][C:21]([C:31]([NH:33][C:34]4[CH:39]=[CH:38][C:37]([CH:40]([OH:47])[C:41]5[CH:46]=[CH:45][CH:44]=[CH:43][N:42]=5)=[C:36]([CH3:48])[CH:35]=4)=[O:32])=[CH:20][C:19]=3[CH:49]=2)=[CH:11][CH:10]=1)[CH2:2][CH2:3][CH3:4].ClC1C=CC=C(C(OO)=[O:58])C=1.S([O-])([O-])(=O)=S.[Na+].[Na+]. Product: [CH2:1]([O:5][CH2:6][CH2:7][O:8][C:9]1[CH:10]=[CH:11][C:12]([C:15]2[CH:16]=[CH:17][C:18]3[N:24]([C:25](=[O:30])[C:26]([F:29])([F:28])[F:27])[CH2:23][CH2:22][C:21]([C:31]([NH:33][C:34]4[CH:39]=[CH:38][C:37]([CH:40]([OH:47])[C:41]5[CH:46]=[CH:45][CH:44]=[CH:43][N+:42]=5[O-:58])=[C:36]([CH3:48])[CH:35]=4)=[O:32])=[CH:20][C:19]=3[CH:49]=2)=[CH:13][CH:14]=1)[CH2:2][CH2:3][CH3:4]. The catalyst class is: 4.